Dataset: Experimentally validated miRNA-target interactions with 360,000+ pairs, plus equal number of negative samples. Task: Binary Classification. Given a miRNA mature sequence and a target amino acid sequence, predict their likelihood of interaction. (1) The miRNA is hsa-miR-27b-3p with sequence UUCACAGUGGCUAAGUUCUGC. The protein sequence of the target gene is MHRLIFVYTLICANFCSCRDTSATPQSASIKALRNANLRRDESNHLTDLYRRDETIQVKGNGYVQSPRFPNSYPRNLLLTWRLHSQENTRIQLVFDNQFGLEEAENDICRYDFVEVEDISETSTIIRGRWCGHKEVPPRIKSRTNQIKITFKSDDYFVAKPGFKIYYSLLEDFQPAAASETNWESVTSSISGVSYNSPSVTDPTLIADALDKKIAEFDTVEDLLKYFNPESWQEDLENMYLDTPRYRGRSYHDRKSKVDLDRLNDDAKRYSCTPRNYSVNIREELKLANVVFFPRCLLVQ.... Result: 0 (no interaction). (2) The miRNA is hsa-miR-10a-3p with sequence CAAAUUCGUAUCUAGGGGAAUA. The protein sequence of the target gene is MDLGPLNICEEMTILHGGFLLAEQLFHPKALAELTKSDWERVGRPIVEALREISSAAAHSQPFAWKKKALIIIWAKVLQPHPVTPSDTETRWQEDLFFSVGNMIPTINHTILFELLKSLEASGLFIQLLMALPTTICHAELERFLEHVTVDTSAEDVAFFLDVWWEVMKHKGHPQDPLLSQFSAMAHKYLPALDEFPHPPKRLRSDPDACPTMPLLAMLLRGLTQIQSRILGPGRKCCALANLADMLTVFALTEDDPQEVSATVYLDKLATVISVWNSDTQNPYHQQALAEKVKEAERDV.... Result: 0 (no interaction). (3) The miRNA is hsa-miR-7159-5p with sequence UUCAACAAGGGUGUAGGAUGG. The protein sequence of the target gene is MAASVCSGLLGPRVLSWSRELPCAWRALHTSPVCAKNRAARVRVSKGDKPVTYEEAHAPHYIAHRKGWLSLHTGNLDGEDHAAERTVEDVFLRKFMWGTFPGCLADQLVLKRRGNQLEICAVVLRQLSPHKYYFLVGYSETLLSYFYKCPVRLHLQTVPSKVVYKYL. Result: 0 (no interaction). (4) The miRNA is hsa-miR-372-5p with sequence CCUCAAAUGUGGAGCACUAUUCU. The protein sequence of the target gene is MYAFVRFLEDNVCYALPVSCVRDFSPRSRLDFDNQKVYAVYRGPEELGAGPESPPRAPRDWGALLLHKAQILALAEDKSDLENSVMQKKIKIPKLSLNHVEEDGEVKDYGEEDLQLRHIKRPEGRKPSEVAHKSIEAVVARLEKQNGLSLGHSTCPEEVFVEASPGTEDMDSLEDAVVPRALYEELLRNYQQQQEEMRHLQQELERTRRQLVQQAKKLKEYGALVSEMKELRDLNRRLQDVLLLRLGSGPAIDLEKVKSECLEPEPELRSTFSEEANTSSYYPAPAPVMDKYILDNGKVH.... Result: 0 (no interaction). (5) The miRNA is hsa-miR-3127-3p with sequence UCCCCUUCUGCAGGCCUGCUGG. The protein sequence of the target gene is MLLGPGHPLSAPALALALTLALLVRSTAPASFFGENHLEVPVPSALTRVDLLLQFSTSQPEALLLLAAGQDDHLLLQLHSGCLQVRLALGQKELKLQTPADTVLSDSAPHTVVLTVSDSWAVLSVDGVLNTSAPIPRASHLKATYGLFVGSSGSLDLPYLKGISRPLRGCLHSAILNGRNLLRPLTSDVHEGCAEEFSAGDEVGLGFSGPHSLAAFPAWSTREEGTLEFTLTTRSQQAPLAFQAGDKRGNFIYVDIFEGHLRAVVEKGQGTMLLRNSVPVADGQPHEVSVHIDVHRLEIS.... Result: 0 (no interaction). (6) Result: 1 (interaction). The miRNA is hsa-miR-6072 with sequence UCCUCAUCACACUGCACCUUAG. The protein sequence of the target gene is MAPRKRGGRGISFIFCCFRNNDHPEITYRLRNDSNFALQTMEPALPMPPVEELDVMFSELVDELDLTDKHREAMFALPAEKKWQIYCSKKKDQEENKGATSWPEFYIDQLNSMAARKSLLALEKEEEEERSKTIESLKTALRTKPMRFVTRFIDLDGLSCILNFLKTMDYETSESRIHTSLIGCIKALMNNSQGRAHVLAHSESINVIAQSLSTENIKTKVAVLEILGAVCLVPGGHKKVLQAMLHYQKYASERTRFQTLINDLDKSTGRYRDEVSLKTAIMSFINAVLSQGAGVESLDF.... (7) The miRNA is mmu-miR-467e-3p with sequence AUAUACAUACACACACCUAUAU. The protein sequence of the target gene is MNLPRAERPRSTPQRSLRDSDGEDGKIDVLGEEEDEDEVEDEEEEARQQFLEQSLQPGLQVARWGGVALPREHIEGGGGPSDPSEFGTKFRAPPRSAAASEDARQPAKPPYSYIALITMAILQNPHKRLTLSGICAFISGRFPYYRRKFPAWQNSIRHNLSLNDCFVKIPREPGHPGKGNYWSLDPASQDMFDNGSFLRRRKRFKRHQLTPGAHLPHPFPLPAAHAALHNPHPGPLLGAPAPPQPVPGAYPNTAPGRCPYALLHPHPLRYLLLSAPVYAGAPKKAEGADLATPAPFPCCS.... Result: 0 (no interaction).